This data is from NCI-60 drug combinations with 297,098 pairs across 59 cell lines. The task is: Regression. Given two drug SMILES strings and cell line genomic features, predict the synergy score measuring deviation from expected non-interaction effect. (1) Drug 1: CCCS(=O)(=O)NC1=C(C(=C(C=C1)F)C(=O)C2=CNC3=C2C=C(C=N3)C4=CC=C(C=C4)Cl)F. Drug 2: CC1C(C(CC(O1)OC2CC(CC3=C2C(=C4C(=C3O)C(=O)C5=C(C4=O)C(=CC=C5)OC)O)(C(=O)C)O)N)O.Cl. Cell line: SF-295. Synergy scores: CSS=51.2, Synergy_ZIP=12.3, Synergy_Bliss=14.9, Synergy_Loewe=3.00, Synergy_HSA=15.4. (2) Synergy scores: CSS=29.2, Synergy_ZIP=0.895, Synergy_Bliss=-0.924, Synergy_Loewe=-1.37, Synergy_HSA=-0.151. Drug 1: CC1CCC2CC(C(=CC=CC=CC(CC(C(=O)C(C(C(=CC(C(=O)CC(OC(=O)C3CCCCN3C(=O)C(=O)C1(O2)O)C(C)CC4CCC(C(C4)OC)O)C)C)O)OC)C)C)C)OC. Cell line: A549. Drug 2: C1CN1C2=NC(=NC(=N2)N3CC3)N4CC4.